Task: Predict the product of the given reaction.. Dataset: Forward reaction prediction with 1.9M reactions from USPTO patents (1976-2016) (1) Given the reactants O1CCCC1.[Cl:6][C:7]1[CH:12]=[C:11]([O:13][C@@H:14]2[CH2:19][CH2:18][CH2:17][CH2:16][C@@H:15]2[OH:20])[N:10]=[CH:9][N:8]=1.Cl[Si:22]([CH3:25])([CH3:24])[CH3:23].[Cl-].[NH4+], predict the reaction product. The product is: [Cl:6][C:7]1[CH:12]=[C:11]([O:13][C@@H:14]2[CH2:19][CH2:18][CH2:17][CH2:16][C@@H:15]2[O:20][Si:22]([CH3:25])([CH3:24])[CH3:23])[N:10]=[CH:9][N:8]=1. (2) Given the reactants [C:1](#[N:3])[CH3:2].C([Cl:7])(=O)C.[C:8]([OH:12])([CH3:11])([CH3:10])[CH3:9], predict the reaction product. The product is: [ClH:7].[C:1](=[NH:3])([O:12][C:8]([CH3:11])([CH3:10])[CH3:9])[CH3:2]. (3) Given the reactants Cl[C:2]1[C:11]([N+:12]([O-:14])=[O:13])=[C:10]([NH2:15])[C:9]2[C:4](=[CH:5][CH:6]=[C:7]([Cl:16])[CH:8]=2)[N:3]=1.[CH3:17][N:18]1[CH2:23][CH2:22][NH:21][CH2:20][CH2:19]1, predict the reaction product. The product is: [Cl:16][C:7]1[CH:8]=[C:9]2[C:4](=[CH:5][CH:6]=1)[N:3]=[C:2]([N:21]1[CH2:22][CH2:23][N:18]([CH3:17])[CH2:19][CH2:20]1)[C:11]([N+:12]([O-:14])=[O:13])=[C:10]2[NH2:15]. (4) Given the reactants [CH3:1][C:2]1[CH:10]=[CH:9][CH:8]=[C:7]2[C:3]=1[CH2:4][C:5](=[O:11])[NH:6]2.[O:12]=[C:13]1[C:18]2=[CH:19][NH:20][C:21]([CH:22]=O)=[C:17]2[CH2:16][CH2:15][O:14]1, predict the reaction product. The product is: [CH3:1][C:2]1[CH:10]=[CH:9][CH:8]=[C:7]2[C:3]=1[C:4](=[CH:22][C:21]1[NH:20][CH:19]=[C:18]3[C:13](=[O:12])[O:14][CH2:15][CH2:16][C:17]=13)[C:5](=[O:11])[NH:6]2. (5) Given the reactants [OH:1][C:2]1[CH:3]=[C:4]2[C:9](=[CH:10][CH:11]=1)[CH:8]=[C:7]([CH:12]([CH3:16])[C:13]([OH:15])=[O:14])[CH:6]=[CH:5]2.OS(O)(=O)=O.[C:22]([O-])(O)=O.[Na+].O, predict the reaction product. The product is: [CH3:22][O:14][C:13](=[O:15])[CH:12]([C:7]1[CH:6]=[CH:5][C:4]2[C:9](=[CH:10][CH:11]=[C:2]([OH:1])[CH:3]=2)[CH:8]=1)[CH3:16]. (6) Given the reactants C([O:3][C:4](=[O:33])[C:5]1[CH:10]=[C:9]([N:11]2[C:15]([CH3:16])=[CH:14][CH:13]=[C:12]2[C:17]2[CH:22]=[C:21]([Cl:23])[CH:20]=[CH:19][C:18]=2[O:24][CH2:25][C:26]2[CH:31]=[CH:30][C:29]([F:32])=[CH:28][CH:27]=2)[CH:8]=[N:7][CH:6]=1)C.C(O)C, predict the reaction product. The product is: [Cl:23][C:21]1[CH:20]=[CH:19][C:18]([O:24][CH2:25][C:26]2[CH:27]=[CH:28][C:29]([F:32])=[CH:30][CH:31]=2)=[C:17]([C:12]2[N:11]([C:9]3[CH:8]=[N:7][CH:6]=[C:5]([CH:10]=3)[C:4]([OH:33])=[O:3])[C:15]([CH3:16])=[CH:14][CH:13]=2)[CH:22]=1. (7) Given the reactants [OH:1][CH2:2][C:3]([CH3:9])([CH3:8])[C:4]([O:6]C)=O.[CH3:10][O:11][CH2:12][CH2:13][NH2:14], predict the reaction product. The product is: [OH:1][CH2:2][C:3]([CH3:9])([CH3:8])[C:4]([NH:14][CH2:13][CH2:12][O:11][CH3:10])=[O:6]. (8) Given the reactants ClC1C=C([CH:8]2[C:13]([C:14](O)=[O:15])=[C:12]([CH2:17][O:18][CH2:19][CH2:20][CH:21]3[CH2:26][CH2:25][CH2:24][CH2:23][CH2:22]3)[NH:11][C:10]([C:27]3[CH:32]=[CH:31][CH:30]=[CH:29][CH:28]=3)=[N:9]2)C=CC=1.[CH2:33]([NH2:42])[CH:34]=[CH:35][C:36]1[CH:41]=[CH:40][CH:39]=[CH:38][CH:37]=1.CCN=C=NCCCN(C)C.[ClH:54].[CH:55]1[CH:56]=[CH:57][C:58]2N(O)N=N[C:59]=2[CH:60]=1, predict the reaction product. The product is: [Cl:54][C:55]1[CH:60]=[C:59]([CH:8]2[C:13]([C:14](=[O:15])[NH:42][CH2:33][CH:34]=[CH:35][C:36]3[CH:41]=[CH:40][CH:39]=[CH:38][CH:37]=3)=[C:12]([CH2:17][O:18][CH2:19][CH2:20][CH:21]3[CH2:26][CH2:25][CH2:24][CH2:23][CH2:22]3)[NH:11][C:10]([C:27]3[CH:32]=[CH:31][CH:30]=[CH:29][CH:28]=3)=[N:9]2)[CH:58]=[CH:57][CH:56]=1.